From a dataset of Forward reaction prediction with 1.9M reactions from USPTO patents (1976-2016). Predict the product of the given reaction. (1) The product is: [CH3:22][C:17]1[C:16]([CH3:23])=[C:15]([O:11][CH2:10][C:5]23[CH2:4][O:3][C:2]([CH3:1])([O:7][CH2:6]2)[O:9][CH2:8]3)[CH:20]=[CH:19][N+:18]=1[O-:21]. Given the reactants [CH3:1][C:2]12[O:9][CH2:8][C:5]([CH2:10][OH:11])([CH2:6][O:7]1)[CH2:4][O:3]2.[H-].[Na+].Cl[C:15]1[CH:20]=[CH:19][N+:18]([O-:21])=[C:17]([CH3:22])[C:16]=1[CH3:23], predict the reaction product. (2) Given the reactants [O:1]=[C:2]1[NH:7][C:6](=[O:8])[CH:5]=[C:4]([O:9][CH2:10][CH2:11][CH3:12])[N:3]1[CH2:13][C:14]1[CH:19]=[CH:18][C:17]([C:20]2[C:21]([C:26]#[N:27])=[CH:22][CH:23]=[CH:24][CH:25]=2)=[CH:16][CH:15]=1.Br[CH2:29][C:30](=[O:35])[C:31]([CH3:34])([CH3:33])[CH3:32].CN(C)C=O.[H-].[Na+], predict the reaction product. The product is: [CH3:32][C:31]([CH3:34])([CH3:33])[C:30](=[O:35])[CH2:29][N:7]1[C:6](=[O:8])[CH:5]=[C:4]([O:9][CH2:10][CH2:11][CH3:12])[N:3]([CH2:13][C:14]2[CH:19]=[CH:18][C:17]([C:20]3[C:21]([C:26]#[N:27])=[CH:22][CH:23]=[CH:24][CH:25]=3)=[CH:16][CH:15]=2)[C:2]1=[O:1]. (3) The product is: [F:15][C:14]1[C:5]([CH3:1])=[N:6][C:7]2[C:12]([CH:13]=1)=[CH:11][CH:10]=[C:9]([O:16][CH3:17])[CH:8]=2. Given the reactants [CH3:1][Mg+].[Br-].Cl[C:5]1[C:14]([F:15])=[CH:13][C:12]2[C:7](=[CH:8][C:9]([O:16][CH3:17])=[CH:10][CH:11]=2)[N:6]=1.[OH-].[NH4+], predict the reaction product.